Dataset: Full USPTO retrosynthesis dataset with 1.9M reactions from patents (1976-2016). Task: Predict the reactants needed to synthesize the given product. (1) Given the product [CH:1]([C:5]1[CH:10]=[C:9]([CH3:11])[NH:8][C:7](=[O:12])[C:6]=1[CH2:13][NH2:14])([CH2:3][CH3:4])[CH3:2], predict the reactants needed to synthesize it. The reactants are: [CH:1]([C:5]1[CH:10]=[C:9]([CH3:11])[NH:8][C:7](=[O:12])[C:6]=1[C:13]#[N:14])([CH2:3][CH3:4])[CH3:2].N. (2) The reactants are: [N:1]1([C:6]2[CH:11]=[CH:10][C:9]([CH2:12][C@@H:13]([NH:17]C(=O)OC(C)(C)C)[C:14]([NH2:16])=[O:15])=[CH:8][CH:7]=2)[CH:5]=[CH:4][N:3]=[CH:2]1.CC[NH+](CC)CC.CC[NH+](CC)CC.C([O-])([O-])=O. Given the product [N:1]1([C:6]2[CH:7]=[CH:8][C:9]([CH2:12][C@@H:13]([NH2:17])[C:14]([NH2:16])=[O:15])=[CH:10][CH:11]=2)[CH:5]=[CH:4][N:3]=[CH:2]1, predict the reactants needed to synthesize it. (3) The reactants are: [OH:1][N:2]=[C:3]([C:5]1[CH:10]=[CH:9][N:8]=[N:7][CH:6]=1)[NH2:4].[F:11][C:12]1[C:20]([F:21])=[C:19]([F:22])[CH:18]=[CH:17][C:13]=1[C:14](Cl)=O.N. Given the product [N:8]1[CH:9]=[CH:10][C:5]([C:3]2[N:4]=[C:14]([C:13]3[CH:17]=[CH:18][C:19]([F:22])=[C:20]([F:21])[C:12]=3[F:11])[O:1][N:2]=2)=[CH:6][N:7]=1, predict the reactants needed to synthesize it. (4) Given the product [OH:26][CH2:25][CH:24]([NH:23][C:3]([C:5]1[S:9][C:8](/[CH:10]=[CH:11]/[C:12]2[C:13]([CH2:18][CH2:19][CH2:20][CH3:21])=[N:14][O:15][C:16]=2[CH3:17])=[N:7][C:6]=1[CH3:22])=[O:4])[CH2:27][OH:28], predict the reactants needed to synthesize it. The reactants are: CO[C:3]([C:5]1[S:9][C:8](/[CH:10]=[CH:11]/[C:12]2[C:13]([CH2:18][CH2:19][CH2:20][CH3:21])=[N:14][O:15][C:16]=2[CH3:17])=[N:7][C:6]=1[CH3:22])=[O:4].[NH2:23][CH:24]([CH2:27][OH:28])[CH2:25][OH:26]. (5) Given the product [Cl:16][S:12]([C:9]1[CH:10]=[CH:11][C:3]([O:2][CH3:1])=[C:4]([CH:8]=1)[C:5]([OH:7])=[O:6])(=[O:14])=[O:13], predict the reactants needed to synthesize it. The reactants are: [CH3:1][O:2][C:3]1[CH:11]=[CH:10][CH:9]=[CH:8][C:4]=1[C:5]([OH:7])=[O:6].[S:12]([Cl:16])(=O)(=[O:14])[OH:13]. (6) Given the product [F:1][C:2]1[C:11]([CH:12]=[O:13])=[N:10][C:9]2[NH:8][C:7](=[O:14])[CH2:6][S:5][C:4]=2[CH:3]=1, predict the reactants needed to synthesize it. The reactants are: [F:1][C:2]1[C:11]([CH2:12][OH:13])=[N:10][C:9]2[NH:8][C:7](=[O:14])[CH2:6][S:5][C:4]=2[CH:3]=1.C1COCC1. (7) Given the product [ClH:50].[ClH:50].[NH2:7][C@@H:8]1[CH2:12][CH2:11][N:10]([C:13]2[N:21]=[C:20]3[C:16]([N:17]=[CH:18][N:19]3[C@@H:22]3[CH2:26][C@H:25]([NH:27][C:28](=[O:31])[CH2:29][CH3:30])[C@@H:24]([OH:32])[C@H:23]3[OH:33])=[C:15]([NH:34][CH2:35][CH:36]([C:43]3[CH:44]=[CH:45][CH:46]=[CH:47][CH:48]=3)[C:37]3[CH:38]=[CH:39][CH:40]=[CH:41][CH:42]=3)[N:14]=2)[CH2:9]1, predict the reactants needed to synthesize it. The reactants are: C(OC(=O)[NH:7][C@@H:8]1[CH2:12][CH2:11][N:10]([C:13]2[N:21]=[C:20]3[C:16]([N:17]=[CH:18][N:19]3[C@@H:22]3[CH2:26][C@H:25]([NH:27][C:28](=[O:31])[CH2:29][CH3:30])[C@@H:24]([OH:32])[C@H:23]3[OH:33])=[C:15]([NH:34][CH2:35][CH:36]([C:43]3[CH:48]=[CH:47][CH:46]=[CH:45][CH:44]=3)[C:37]3[CH:42]=[CH:41][CH:40]=[CH:39][CH:38]=3)[N:14]=2)[CH2:9]1)(C)(C)C.[ClH:50]. (8) Given the product [CH2:3]([C:5]1[CH:34]=[C:33]([C:35]2[CH:36]=[CH:37][C:38]([F:41])=[CH:39][CH:40]=2)[C:32]([OH:42])=[CH:31][C:6]=1[O:7][CH2:8][CH2:9][CH2:10][O:11][C:12]1[C:13]([CH2:28][CH2:29][CH3:30])=[C:14]([NH:18][C:19](=[O:27])[CH2:20][C:21]([CH3:26])([CH3:25])[C:22]([O-:24])=[O:23])[CH:15]=[CH:16][CH:17]=1)[CH3:4].[Na+:2], predict the reactants needed to synthesize it. The reactants are: [OH-].[Na+:2].[CH2:3]([C:5]1[CH:34]=[C:33]([C:35]2[CH:40]=[CH:39][C:38]([F:41])=[CH:37][CH:36]=2)[C:32]([OH:42])=[CH:31][C:6]=1[O:7][CH2:8][CH2:9][CH2:10][O:11][C:12]1[C:13]([CH2:28][CH2:29][CH3:30])=[C:14]([NH:18][C:19](=[O:27])[CH2:20][C:21]([CH3:26])([CH3:25])[C:22]([OH:24])=[O:23])[CH:15]=[CH:16][CH:17]=1)[CH3:4].O. (9) Given the product [CH3:1][CH:2]1[CH:3]2[CH:4]([O:26]2)[CH2:5][N:6]([C:8]([O:10][CH2:11][C:12]2[CH:17]=[CH:16][CH:15]=[CH:14][CH:13]=2)=[O:9])[CH2:7]1, predict the reactants needed to synthesize it. The reactants are: [CH3:1][CH:2]1[CH2:7][N:6]([C:8]([O:10][CH2:11][C:12]2[CH:17]=[CH:16][CH:15]=[CH:14][CH:13]=2)=[O:9])[CH2:5][CH:4]=[CH:3]1.C1C=C(Cl)C=C(C(OO)=[O:26])C=1. (10) Given the product [F:32][C:2]([F:1])([F:31])[CH2:3][O:4][C:5]1[C:14]([C:15]([OH:17])=[O:16])=[C:13]([C:20]([OH:22])=[O:21])[C:12]([O:25][CH2:26][C:27]([F:30])([F:29])[F:28])=[C:11]2[C:6]=1[CH:7]=[CH:8][CH:9]=[N:10]2, predict the reactants needed to synthesize it. The reactants are: [F:1][C:2]([F:32])([F:31])[CH2:3][O:4][C:5]1[C:14]([C:15]([O:17]CC)=[O:16])=[C:13]([C:20]([O:22]CC)=[O:21])[C:12]([O:25][CH2:26][C:27]([F:30])([F:29])[F:28])=[C:11]2[C:6]=1[CH:7]=[CH:8][CH:9]=[N:10]2.[OH-].[Na+].[NH4+].[Cl-].Cl.